This data is from Full USPTO retrosynthesis dataset with 1.9M reactions from patents (1976-2016). The task is: Predict the reactants needed to synthesize the given product. (1) Given the product [C:1]([N:4]1[C:12]2[C:7](=[CH:8][CH:9]=[C:10]([C:13]([C:24]3[C:25]4[C:30](=[C:29]([NH:31][S:32]([CH3:35])(=[O:33])=[O:34])[CH:28]=[CH:27][CH:26]=4)[NH:22][CH:23]=3)([CH2:14][CH3:15])[CH2:16][CH3:17])[CH:11]=2)[CH:6]=[CH:5]1)(=[O:3])[CH3:2], predict the reactants needed to synthesize it. The reactants are: [C:1]([N:4]1[C:12]2[C:7](=[CH:8][CH:9]=[C:10]([C:13](OC(=O)C)([CH2:16][CH3:17])[CH2:14][CH3:15])[CH:11]=2)[CH:6]=[CH:5]1)(=[O:3])[CH3:2].[NH:22]1[C:30]2[C:25](=[CH:26][CH:27]=[CH:28][C:29]=2[NH:31][S:32]([CH3:35])(=[O:34])=[O:33])[CH:24]=[CH:23]1.C(O)(C(F)(F)F)=O. (2) Given the product [CH3:21][S:22]([O:12][C@H:10]1[CH2:11][C@H:8]([NH:7][C:6]([O:5][C:1]([CH3:4])([CH3:2])[CH3:3])=[O:13])[CH2:9]1)(=[O:24])=[O:23], predict the reactants needed to synthesize it. The reactants are: [C:1]([O:5][C:6](=[O:13])[NH:7][C@H:8]1[CH2:11][C@H:10]([OH:12])[CH2:9]1)([CH3:4])([CH3:3])[CH3:2].C(N(CC)CC)C.[CH3:21][S:22](Cl)(=[O:24])=[O:23]. (3) Given the product [CH:36]([O:39][C:40]1[N:41]=[C:42]([C:2]2[C:10]3[C:5](=[CH:6][CH:7]=[C:8]([C:11]4[S:15][N:14]=[C:13]([NH:16][CH2:17][C:18]5[CH:19]=[CH:20][C:21]([O:24][CH3:25])=[CH:22][CH:23]=5)[N:12]=4)[CH:9]=3)[N:4]([S:26]([C:29]3[CH:35]=[CH:34][C:32]([CH3:33])=[CH:31][CH:30]=3)(=[O:28])=[O:27])[CH:3]=2)[CH:43]=[CH:44][CH:45]=1)([CH3:38])[CH3:37], predict the reactants needed to synthesize it. The reactants are: I[C:2]1[C:10]2[C:5](=[CH:6][CH:7]=[C:8]([C:11]3[S:15][N:14]=[C:13]([NH:16][CH2:17][C:18]4[CH:23]=[CH:22][C:21]([O:24][CH3:25])=[CH:20][CH:19]=4)[N:12]=3)[CH:9]=2)[N:4]([S:26]([C:29]2[CH:35]=[CH:34][C:32]([CH3:33])=[CH:31][CH:30]=2)(=[O:28])=[O:27])[CH:3]=1.[CH:36]([O:39][C:40]1[CH:45]=[CH:44][CH:43]=[C:42]([Sn](CCCC)(CCCC)CCCC)[N:41]=1)([CH3:38])[CH3:37]. (4) The reactants are: [CH3:1][O:2][C:3]1[CH:4]=[C:5]2[C:9](=[CH:10][CH:11]=1)[NH:8][C:7]([C:12]([N:14]1[CH2:23][CH2:22][C:21]3[C:16](=[CH:17][C:18]([C:24]([NH:26][O:27]C4CCCCO4)=[O:25])=[CH:19][CH:20]=3)[CH2:15]1)=[O:13])=[CH:6]2. Given the product [OH:27][NH:26][C:24]([C:18]1[CH:17]=[C:16]2[C:21]([CH2:22][CH2:23][N:14]([C:12]([C:7]3[NH:8][C:9]4[C:5]([CH:6]=3)=[CH:4][C:3]([O:2][CH3:1])=[CH:11][CH:10]=4)=[O:13])[CH2:15]2)=[CH:20][CH:19]=1)=[O:25], predict the reactants needed to synthesize it.